From a dataset of Catalyst prediction with 721,799 reactions and 888 catalyst types from USPTO. Predict which catalyst facilitates the given reaction. (1) Product: [Cl:1][CH2:2][CH2:3][CH2:4][C:5]1[CH:6]=[C:7]2[C:12](=[CH:13][CH:14]=1)[NH:11][CH2:10][CH2:9][C:8]2([CH3:17])[CH3:16]. Reactant: [Cl:1][CH2:2][CH2:3][CH2:4][C:5]1[CH:6]=[C:7]2[C:12](=[CH:13][CH:14]=1)[NH:11][C:10](=O)[CH2:9][C:8]2([CH3:17])[CH3:16].B.C1COCC1. The catalyst class is: 1. (2) Reactant: Cl.[OH:2][CH:3]([CH2:7][C:8]1[CH:13]=[CH:12][CH:11]=[CH:10][CH:9]=1)[C:4]([OH:6])=[O:5].[C:14]([O-])(O)=O.[Na+]. Product: [CH3:14][O:5][C:4](=[O:6])[CH:3]([OH:2])[CH2:7][C:8]1[CH:13]=[CH:12][CH:11]=[CH:10][CH:9]=1. The catalyst class is: 5.